From a dataset of Catalyst prediction with 721,799 reactions and 888 catalyst types from USPTO. Predict which catalyst facilitates the given reaction. (1) Reactant: [CH3:1][C@H:2]1[NH:7][C@@H:6]([CH3:8])[CH2:5][N:4]([C:9]2[CH:14]=[CH:13][C:12]([NH:15][C:16]3[N:21]=[CH:20][C:19](/[CH:22]=[CH:23]/[C:24]4[CH:25]=[C:26]([CH:31]=[C:32]([O:35][CH3:36])[C:33]=4[F:34])[C:27]([O:29][CH3:30])=[O:28])=[CH:18][N:17]=3)=[CH:11][CH:10]=2)[CH2:3]1. Product: [CH3:1][C@H:2]1[NH:7][C@@H:6]([CH3:8])[CH2:5][N:4]([C:9]2[CH:14]=[CH:13][C:12]([NH:15][C:16]3[N:17]=[CH:18][C:19]([CH2:22][CH2:23][C:24]4[CH:25]=[C:26]([CH:31]=[C:32]([O:35][CH3:36])[C:33]=4[F:34])[C:27]([O:29][CH3:30])=[O:28])=[CH:20][N:21]=3)=[CH:11][CH:10]=2)[CH2:3]1. The catalyst class is: 403. (2) Reactant: [H-].[Na+].[CH3:3][CH2:4][O:5][C:6]([CH:8]([C:16]([O:18][CH2:19][CH3:20])=[O:17])[CH2:9][C:10]1[CH:15]=[CH:14][CH:13]=[CH:12][CH:11]=1)=[O:7].Cl.[CH2:22]([C:26]1[N:27]([CH2:33][C:34]2[CH:39]=[CH:38][CH:37]=[CH:36][C:35]=2[Cl:40])[C:28](CCl)=[CH:29][N:30]=1)[CH2:23][CH2:24][CH3:25]. Product: [CH2:22]([C:26]1[N:27]([CH2:33][C:34]2[CH:39]=[CH:38][CH:37]=[CH:36][C:35]=2[Cl:40])[C:28]([C:8]([CH2:9][C:10]2[CH:15]=[CH:14][CH:13]=[CH:12][CH:11]=2)([C:6]([O:5][CH2:4][CH3:3])=[O:7])[C:16]([O:18][CH2:19][CH3:20])=[O:17])=[CH:29][N:30]=1)[CH2:23][CH2:24][CH3:25]. The catalyst class is: 9. (3) Reactant: [Br:1][C:2]1[CH:3]=[C:4]([C:8]2([C:11]([O:13]C)=[O:12])[CH2:10][CH2:9]2)[CH:5]=[N:6][CH:7]=1.[OH-].[Na+]. Product: [Br:1][C:2]1[CH:3]=[C:4]([C:8]2([C:11]([OH:13])=[O:12])[CH2:9][CH2:10]2)[CH:5]=[N:6][CH:7]=1. The catalyst class is: 7. (4) Reactant: [N+](C1C=CC(C([O:10][C@@:11]([C:18]2[N:19]=[N:20][N:21]([CH2:23][C:24]3[CH:33]=[C:32]4[C:27]([C:28]([C:36]5[CH:41]=[CH:40][CH:39]=[CH:38][CH:37]=5)=[CH:29][C:30]([C:34]#[N:35])=[N:31]4)=[CH:26][CH:25]=3)[CH:22]=2)([C:14]([F:17])([F:16])[F:15])[CH2:12][CH3:13])=O)=CC=1)([O-])=O.[OH-].[Li+]. Product: [OH:10][C@@:11]([C:18]1[N:19]=[N:20][N:21]([CH2:23][C:24]2[CH:33]=[C:32]3[C:27]([C:28]([C:36]4[CH:41]=[CH:40][CH:39]=[CH:38][CH:37]=4)=[CH:29][C:30]([C:34]#[N:35])=[N:31]3)=[CH:26][CH:25]=2)[CH:22]=1)([C:14]([F:15])([F:17])[F:16])[CH2:12][CH3:13]. The catalyst class is: 1. (5) Reactant: C([O:8][C:9]1[C:10]2[CH2:11][N:12]([CH2:32][C:33]([OH:35])=[O:34])[CH2:13][CH2:14][N:15]([CH2:28][C:29]([OH:31])=[O:30])[CH2:16][CH2:17][N:18]([CH2:24][C:25]([OH:27])=[O:26])[CH2:19][C:20]([N:23]=2)=[CH:21][CH:22]=1)C1C=CC=CC=1. Product: [C:29]([CH2:28][N:15]1[CH2:14][CH2:13][N:12]([CH2:32][C:33]([OH:35])=[O:34])[CH2:11][C:10]2=[N:23][C:20](=[CH:21][CH:22]=[C:9]2[OH:8])[CH2:19][N:18]([CH2:24][C:25]([OH:27])=[O:26])[CH2:17][CH2:16]1)([OH:31])=[O:30]. The catalyst class is: 33.